Dataset: NCI-60 drug combinations with 297,098 pairs across 59 cell lines. Task: Regression. Given two drug SMILES strings and cell line genomic features, predict the synergy score measuring deviation from expected non-interaction effect. (1) Drug 1: CN1CCC(CC1)COC2=C(C=C3C(=C2)N=CN=C3NC4=C(C=C(C=C4)Br)F)OC. Drug 2: C1=CC(=CC=C1CC(C(=O)O)N)N(CCCl)CCCl.Cl. Cell line: LOX IMVI. Synergy scores: CSS=20.9, Synergy_ZIP=-8.44, Synergy_Bliss=1.56, Synergy_Loewe=-0.104, Synergy_HSA=3.32. (2) Drug 1: CCCS(=O)(=O)NC1=C(C(=C(C=C1)F)C(=O)C2=CNC3=C2C=C(C=N3)C4=CC=C(C=C4)Cl)F. Drug 2: CCCCCOC(=O)NC1=NC(=O)N(C=C1F)C2C(C(C(O2)C)O)O. Cell line: MDA-MB-231. Synergy scores: CSS=0.909, Synergy_ZIP=-0.0846, Synergy_Bliss=-0.679, Synergy_Loewe=-1.98, Synergy_HSA=-2.70. (3) Drug 1: C1C(C(OC1N2C=C(C(=O)NC2=O)F)CO)O. Drug 2: C1CNP(=O)(OC1)N(CCCl)CCCl. Cell line: SF-268. Synergy scores: CSS=35.0, Synergy_ZIP=1.99, Synergy_Bliss=-2.57, Synergy_Loewe=-40.5, Synergy_HSA=-4.34. (4) Drug 1: CC1=C(C=C(C=C1)NC(=O)C2=CC=C(C=C2)CN3CCN(CC3)C)NC4=NC=CC(=N4)C5=CN=CC=C5. Drug 2: CS(=O)(=O)OCCCCOS(=O)(=O)C. Cell line: HT29. Synergy scores: CSS=5.64, Synergy_ZIP=-1.76, Synergy_Bliss=-0.644, Synergy_Loewe=-3.64, Synergy_HSA=-2.66.